From a dataset of Full USPTO retrosynthesis dataset with 1.9M reactions from patents (1976-2016). Predict the reactants needed to synthesize the given product. (1) Given the product [CH2:1]([C:3]1[O:4][C:5]([C:23]2[CH:28]=[CH:27][C:26]([C:29]([F:32])([F:30])[F:31])=[CH:25][CH:24]=2)=[CH:6][C:7]=1[CH:8]([O:13][C:14]1[CH:22]=[CH:21][C:17]([C:18]([N:34]([CH3:33])[CH2:35][CH2:36][C:37]([OH:39])=[O:38])=[O:20])=[CH:16][CH:15]=1)[CH2:9][CH:10]([CH3:11])[CH3:12])[CH3:2], predict the reactants needed to synthesize it. The reactants are: [CH2:1]([C:3]1[O:4][C:5]([C:23]2[CH:28]=[CH:27][C:26]([C:29]([F:32])([F:31])[F:30])=[CH:25][CH:24]=2)=[CH:6][C:7]=1[CH:8]([O:13][C:14]1[CH:22]=[CH:21][C:17]([C:18]([OH:20])=O)=[CH:16][CH:15]=1)[CH2:9][CH:10]([CH3:12])[CH3:11])[CH3:2].[CH3:33][NH:34][CH2:35][CH2:36][C:37]([O:39]CC)=[O:38]. (2) Given the product [CH:23]1([N:22]2[C:21]3[CH:29]=[CH:30][C:31]([C:33]([OH:35])=[O:34])=[CH:32][C:20]=3[N:19]=[C:18]2[C:13]2[CH:14]=[C:15]3[C:10](=[CH:11][CH:12]=2)[N:9]=[C:8]([C:6]2[CH:5]=[CH:4][C:3]([O:37][C:38]4[CH:43]=[CH:42][CH:41]=[CH:40][CH:39]=4)=[CH:2][CH:7]=2)[CH:17]=[CH:16]3)[CH2:24][CH2:25][CH2:26][CH2:27][CH2:28]1, predict the reactants needed to synthesize it. The reactants are: Br[C:2]1[CH:3]=[CH:4][C:5](O)=[C:6]([C:8]2[CH:17]=[CH:16][C:15]3[C:10](=[CH:11][CH:12]=[C:13]([C:18]4[N:22]([CH:23]5[CH2:28][CH2:27][CH2:26][CH2:25][CH2:24]5)[C:21]5[CH:29]=[CH:30][C:31]([C:33]([OH:35])=[O:34])=[CH:32][C:20]=5[N:19]=4)[CH:14]=3)[N:9]=2)[CH:7]=1.[O:37](C1C=CC(C(=O)C)=CC=1)[C:38]1[CH:43]=[CH:42][CH:41]=[CH:40][CH:39]=1.[OH-].[K+]. (3) Given the product [C:16]([C:6]1[C:2]([Cl:1])=[C:3]([C:7]([O:9][CH3:10])=[O:8])[NH:4][CH:5]=1)(=[O:17])[CH3:15], predict the reactants needed to synthesize it. The reactants are: [Cl:1][C:2]1[CH:6]=[CH:5][NH:4][C:3]=1[C:7]([O:9][CH3:10])=[O:8].Cl[Sn]Cl.O.[CH3:15][CH2:16][O:17]C(C)=O. (4) Given the product [C:44]([C:48]1[S:52][C:51]([C:53]([NH:1][C@@H:2]([CH2:17][C:18]2[CH:23]=[CH:22][C:21]([C:24]3[N:29]=[CH:28][C:27]([C:30]4[CH:35]=[CH:34][C:33]([O:36][CH2:37][CH2:38][CH2:39][CH2:40][CH2:41][CH2:42][CH3:43])=[CH:32][CH:31]=4)=[CH:26][N:25]=3)=[CH:20][CH:19]=2)[C:3]([N:5]2[CH2:9][CH2:8][CH2:7][C@H:6]2[C:10]([O:12][C:13]([CH3:16])([CH3:15])[CH3:14])=[O:11])=[O:4])=[O:54])=[CH:50][CH:49]=1)([CH3:47])([CH3:45])[CH3:46], predict the reactants needed to synthesize it. The reactants are: [NH2:1][C@@H:2]([CH2:17][C:18]1[CH:23]=[CH:22][C:21]([C:24]2[N:29]=[CH:28][C:27]([C:30]3[CH:35]=[CH:34][C:33]([O:36][CH2:37][CH2:38][CH2:39][CH2:40][CH2:41][CH2:42][CH3:43])=[CH:32][CH:31]=3)=[CH:26][N:25]=2)=[CH:20][CH:19]=1)[C:3]([N:5]1[CH2:9][CH2:8][CH2:7][C@H:6]1[C:10]([O:12][C:13]([CH3:16])([CH3:15])[CH3:14])=[O:11])=[O:4].[C:44]([C:48]1[S:52][C:51]([C:53](O)=[O:54])=[CH:50][CH:49]=1)([CH3:47])([CH3:46])[CH3:45].CN(C(ON1N=NC2C=CC=NC1=2)=[N+](C)C)C.F[P-](F)(F)(F)(F)F. (5) Given the product [CH3:27][C:23]1[N:22]=[C:21]([C:3]2[S:7][C:6]([S:8]([O:11][C:12]3[CH:17]=[CH:16][CH:15]=[CH:14][CH:13]=3)(=[O:10])=[O:9])=[CH:5][CH:4]=2)[CH:26]=[CH:25][CH:24]=1, predict the reactants needed to synthesize it. The reactants are: C[Sn](C)(C)[C:3]1[S:7][C:6]([S:8]([O:11][C:12]2[CH:17]=[CH:16][CH:15]=[CH:14][CH:13]=2)(=[O:10])=[O:9])=[CH:5][CH:4]=1.Br[C:21]1[CH:26]=[CH:25][CH:24]=[C:23]([CH3:27])[N:22]=1.